This data is from Full USPTO retrosynthesis dataset with 1.9M reactions from patents (1976-2016). The task is: Predict the reactants needed to synthesize the given product. Given the product [CH2:1]([O:3][C:4]([C:5]1[CH:6]=[N:7][N:24]([C:20]([CH3:23])([CH3:22])[CH3:21])[C:10]=1[C:12]1[CH:16]=[C:15]([Cl:17])[O:14][N:13]=1)=[O:18])[CH3:2], predict the reactants needed to synthesize it. The reactants are: [CH2:1]([O:3][C:4](=[O:18])[C:5]([C:10]([C:12]1[CH:16]=[C:15]([Cl:17])[O:14][N:13]=1)=O)=[CH:6][N:7](C)C)[CH3:2].Cl.[C:20]([NH:24]N)([CH3:23])([CH3:22])[CH3:21].C([O-])(=O)C.[Na+].